Dataset: NCI-60 drug combinations with 297,098 pairs across 59 cell lines. Task: Regression. Given two drug SMILES strings and cell line genomic features, predict the synergy score measuring deviation from expected non-interaction effect. (1) Drug 1: C1=CC(=CC=C1CCC2=CNC3=C2C(=O)NC(=N3)N)C(=O)NC(CCC(=O)O)C(=O)O. Drug 2: C1=NC2=C(N1)C(=S)N=C(N2)N. Cell line: K-562. Synergy scores: CSS=66.4, Synergy_ZIP=-4.69, Synergy_Bliss=-4.18, Synergy_Loewe=-2.92, Synergy_HSA=1.75. (2) Drug 1: CC1=C2C(C(=O)C3(C(CC4C(C3C(C(C2(C)C)(CC1OC(=O)C(C(C5=CC=CC=C5)NC(=O)OC(C)(C)C)O)O)OC(=O)C6=CC=CC=C6)(CO4)OC(=O)C)O)C)O. Drug 2: C1C(C(OC1N2C=NC(=NC2=O)N)CO)O. Cell line: M14. Synergy scores: CSS=4.28, Synergy_ZIP=-6.81, Synergy_Bliss=-10.0, Synergy_Loewe=-12.3, Synergy_HSA=-8.92. (3) Drug 1: C1CN1P(=S)(N2CC2)N3CC3. Drug 2: CNC(=O)C1=NC=CC(=C1)OC2=CC=C(C=C2)NC(=O)NC3=CC(=C(C=C3)Cl)C(F)(F)F. Cell line: T-47D. Synergy scores: CSS=2.20, Synergy_ZIP=-3.27, Synergy_Bliss=-3.52, Synergy_Loewe=-11.1, Synergy_HSA=-4.55. (4) Drug 1: CC1CCC2CC(C(=CC=CC=CC(CC(C(=O)C(C(C(=CC(C(=O)CC(OC(=O)C3CCCCN3C(=O)C(=O)C1(O2)O)C(C)CC4CCC(C(C4)OC)OCCO)C)C)O)OC)C)C)C)OC. Drug 2: C1=CC=C(C(=C1)C(C2=CC=C(C=C2)Cl)C(Cl)Cl)Cl. Cell line: KM12. Synergy scores: CSS=15.1, Synergy_ZIP=5.85, Synergy_Bliss=0.376, Synergy_Loewe=8.08, Synergy_HSA=-0.295. (5) Drug 1: C1CN1P(=S)(N2CC2)N3CC3. Drug 2: N.N.Cl[Pt+2]Cl. Cell line: HCT116. Synergy scores: CSS=50.3, Synergy_ZIP=-5.25, Synergy_Bliss=-1.62, Synergy_Loewe=-10.3, Synergy_HSA=1.58. (6) Drug 1: CS(=O)(=O)CCNCC1=CC=C(O1)C2=CC3=C(C=C2)N=CN=C3NC4=CC(=C(C=C4)OCC5=CC(=CC=C5)F)Cl. Drug 2: CCC1(C2=C(COC1=O)C(=O)N3CC4=CC5=C(C=CC(=C5CN(C)C)O)N=C4C3=C2)O.Cl. Cell line: SF-295. Synergy scores: CSS=55.9, Synergy_ZIP=-0.0273, Synergy_Bliss=-0.614, Synergy_Loewe=-52.1, Synergy_HSA=1.51. (7) Drug 1: CCCS(=O)(=O)NC1=C(C(=C(C=C1)F)C(=O)C2=CNC3=C2C=C(C=N3)C4=CC=C(C=C4)Cl)F. Drug 2: C1CC(=O)NC(=O)C1N2CC3=C(C2=O)C=CC=C3N. Cell line: NCI-H226. Synergy scores: CSS=5.39, Synergy_ZIP=5.46, Synergy_Bliss=2.88, Synergy_Loewe=1.46, Synergy_HSA=1.53. (8) Drug 1: C1=C(C(=O)NC(=O)N1)F. Drug 2: CCN(CC)CCNC(=O)C1=C(NC(=C1C)C=C2C3=C(C=CC(=C3)F)NC2=O)C. Cell line: HCT116. Synergy scores: CSS=80.1, Synergy_ZIP=7.94, Synergy_Bliss=6.14, Synergy_Loewe=1.34, Synergy_HSA=10.8. (9) Drug 2: CC1C(C(CC(O1)OC2CC(OC(C2O)C)OC3=CC4=CC5=C(C(=O)C(C(C5)C(C(=O)C(C(C)O)O)OC)OC6CC(C(C(O6)C)O)OC7CC(C(C(O7)C)O)OC8CC(C(C(O8)C)O)(C)O)C(=C4C(=C3C)O)O)O)O. Drug 1: C1=CC(=CC=C1CCCC(=O)O)N(CCCl)CCCl. Cell line: UACC-257. Synergy scores: CSS=30.4, Synergy_ZIP=10.5, Synergy_Bliss=11.6, Synergy_Loewe=10.8, Synergy_HSA=10.9. (10) Drug 1: CC1=C2C(C(=O)C3(C(CC4C(C3C(C(C2(C)C)(CC1OC(=O)C(C(C5=CC=CC=C5)NC(=O)OC(C)(C)C)O)O)OC(=O)C6=CC=CC=C6)(CO4)OC(=O)C)OC)C)OC. Drug 2: CC1=C(C(=O)C2=C(C1=O)N3CC4C(C3(C2COC(=O)N)OC)N4)N. Cell line: SK-MEL-5. Synergy scores: CSS=46.8, Synergy_ZIP=-8.13, Synergy_Bliss=-9.16, Synergy_Loewe=-4.45, Synergy_HSA=-2.54.